Dataset: Reaction yield outcomes from USPTO patents with 853,638 reactions. Task: Predict the reaction yield, written as a fraction of the theoretical maximum amount of product (1.0 means a 100% yield; for example, 0.34 means a 34% yield). (1) The catalyst is CN(C=O)C.CC#N. The yield is 0.820. The reactants are [N+:1]([C:4]1[CH:12]=[C:11]2[C:7]([CH:8]=[CH:9][NH:10]2)=[CH:6][CH:5]=1)([O-:3])=[O:2].ClS([N:17]=[C:18]=O)(=O)=O.C([O-])(O)=O.[Na+]. The product is [N+:1]([C:4]1[CH:12]=[C:11]2[C:7]([C:8]([C:18]#[N:17])=[CH:9][NH:10]2)=[CH:6][CH:5]=1)([O-:3])=[O:2]. (2) The reactants are Br[C:2]1[C:3]([CH3:19])=[N:4][N:5]([CH3:18])[C:6]=1[C:7]1[CH:17]=[CH:16][C:10]2[O:11][CH2:12][C:13](=[O:15])[NH:14][C:9]=2[CH:8]=1.[Cl:20][C:21]1[CH:22]=[C:23](B(O)O)[CH:24]=[CH:25][C:26]=1[Cl:27]. No catalyst specified. The product is [Cl:20][C:21]1[CH:22]=[C:23]([C:2]2[C:3]([CH3:19])=[N:4][N:5]([CH3:18])[C:6]=2[C:7]2[CH:17]=[CH:16][C:10]3[O:11][CH2:12][C:13](=[O:15])[NH:14][C:9]=3[CH:8]=2)[CH:24]=[CH:25][C:26]=1[Cl:27]. The yield is 0.0700. (3) The reactants are [NH2:1][C:2]1[CH:3]=[CH:4][C:5]([CH2:9][N:10]2[CH2:15][CH2:14][O:13][CH2:12][CH2:11]2)=[C:6]([OH:8])[CH:7]=1.Cl[C:17]1[C:26]2[C:21](=[CH:22][C:23]([Cl:27])=[CH:24][CH:25]=2)[N:20]=[CH:19][CH:18]=1. The catalyst is CCO. The product is [Cl:27][C:23]1[CH:22]=[C:21]2[C:26]([C:17]([NH:1][C:2]3[CH:3]=[CH:4][C:5]([CH2:9][N:10]4[CH2:15][CH2:14][O:13][CH2:12][CH2:11]4)=[C:6]([OH:8])[CH:7]=3)=[CH:18][CH:19]=[N:20]2)=[CH:25][CH:24]=1. The yield is 0.400. (4) The reactants are [F:1][C:2]1[CH:3]=[C:4]([CH:13]=[CH:14][C:15]=1[F:16])[CH2:5][CH2:6][NH:7][C:8](=O)[O:9]CC.O=P12OP3(OP(OP(O3)(O1)=O)(=O)O2)=O. The catalyst is O=P(Cl)(Cl)Cl. The product is [F:1][C:2]1[CH:3]=[C:4]2[C:13](=[CH:14][C:15]=1[F:16])[C:8](=[O:9])[NH:7][CH2:6][CH2:5]2. The yield is 0.189. (5) The reactants are [Cl:1][C:2]1[CH:10]=[CH:9][CH:8]=[C:7]2[C:3]=1[C:4]([C:15]([OH:17])=O)=[CH:5][N:6]2[CH:11]1[CH2:14][O:13][CH2:12]1.Cl.[CH:19]1([CH:24]([NH2:29])[C:25]([F:28])([F:27])[F:26])[CH2:23][CH2:22][CH2:21][CH2:20]1.C(Cl)CCl.N1(O)C2C=CC=CC=2N=N1.C(N(C(C)C)C(C)C)C. The catalyst is CN(C)C=O. The product is [Cl:1][C:2]1[CH:10]=[CH:9][CH:8]=[C:7]2[C:3]=1[C:4]([C:15]([NH:29][CH:24]([CH:19]1[CH2:23][CH2:22][CH2:21][CH2:20]1)[C:25]([F:26])([F:27])[F:28])=[O:17])=[CH:5][N:6]2[CH:11]1[CH2:12][O:13][CH2:14]1. The yield is 0.170. (6) The reactants are Br[C:2]1[C:3]([O:23][CH3:24])=[C:4]([CH:10]([N:12]2[C:16]3=[N:17][CH:18]=[N:19][C:20]([NH2:21])=[C:15]3[C:14]([CH3:22])=[N:13]2)[CH3:11])[CH:5]=[C:6]([Cl:9])[C:7]=1[CH3:8].[CH:25]1([B-](F)(F)F)[CH2:27][CH2:26]1.[K+].P([O-])([O-])([O-])=O.[K+].[K+].[K+].C1(C)C=CC=CC=1. The catalyst is C1C=CC([P]([Pd]([P](C2C=CC=CC=2)(C2C=CC=CC=2)C2C=CC=CC=2)([P](C2C=CC=CC=2)(C2C=CC=CC=2)C2C=CC=CC=2)[P](C2C=CC=CC=2)(C2C=CC=CC=2)C2C=CC=CC=2)(C2C=CC=CC=2)C2C=CC=CC=2)=CC=1.O. The product is [Cl:9][C:6]1[C:7]([CH3:8])=[C:2]([CH:25]2[CH2:27][CH2:26]2)[C:3]([O:23][CH3:24])=[C:4]([CH:10]([N:12]2[C:16]3=[N:17][CH:18]=[N:19][C:20]([NH2:21])=[C:15]3[C:14]([CH3:22])=[N:13]2)[CH3:11])[CH:5]=1. The yield is 0.0800. (7) The reactants are [CH2:1]([O:8][C:9]1[CH:14]=[CH:13][C:12]([C:15](=[O:31])[CH:16]([N:18]2[CH2:23][CH2:22][C:21]([OH:30])([C:24]3[CH:29]=[CH:28][CH:27]=[CH:26][CH:25]=3)[CH2:20][CH2:19]2)[CH3:17])=[CH:11][CH:10]=1)[C:2]1[CH:7]=[CH:6][CH:5]=[CH:4][CH:3]=1.[C:32]([O:40][C:41](=[O:57])[C@H:42]([C@@H:44]([C:46]([O:48][C:49](=[O:56])[C:50]1[CH:55]=[CH:54][CH:53]=[CH:52][CH:51]=1)=[O:47])[OH:45])[OH:43])(=[O:39])[C:33]1[CH:38]=[CH:37][CH:36]=[CH:35][CH:34]=1. The catalyst is CC(C)=O. The product is [C:49]([O:48][C:46](=[O:47])[C@H:44]([C@@H:42]([C:41]([O:40][C:32](=[O:39])[C:33]1[CH:34]=[CH:35][CH:36]=[CH:37][CH:38]=1)=[O:57])[OH:43])[OH:45])(=[O:56])[C:50]1[CH:51]=[CH:52][CH:53]=[CH:54][CH:55]=1.[CH2:1]([O:8][C:9]1[CH:14]=[CH:13][C:12]([C:15](=[O:31])[C@@H:16]([N:18]2[CH2:23][CH2:22][C:21]([OH:30])([C:24]3[CH:29]=[CH:28][CH:27]=[CH:26][CH:25]=3)[CH2:20][CH2:19]2)[CH3:17])=[CH:11][CH:10]=1)[C:2]1[CH:3]=[CH:4][CH:5]=[CH:6][CH:7]=1. The yield is 0.860. (8) The reactants are C1(C)C=CC(S(O)(=O)=O)=CC=1.[F:12][C:13]1[CH:26]=[CH:25][C:16]([C:17]([CH:19]2[CH2:24][CH2:23][NH:22][CH2:21][CH2:20]2)=[O:18])=[CH:15][CH:14]=1.C(N(CC)CC)C.[C:34](OC([O-])=O)([O:36][C:37]([CH3:40])([CH3:39])[CH3:38])=[O:35]. The catalyst is C(Cl)Cl. The product is [C:37]([O:36][C:34]([N:22]1[CH2:23][CH2:24][CH:19]([C:17](=[O:18])[C:16]2[CH:15]=[CH:14][C:13]([F:12])=[CH:26][CH:25]=2)[CH2:20][CH2:21]1)=[O:35])([CH3:40])([CH3:39])[CH3:38]. The yield is 0.880. (9) The yield is 0.720. The catalyst is CC(O)=O.C(O)(C(F)(F)F)=O.[Zn]. The product is [NH2:1][C:2]1[S:3][C@:4]2([C:21]([O:23][CH3:24])=[O:22])[C@H:6]([C@:7]([C:10]3[CH:15]=[C:14]([NH2:16])[CH:13]=[C:12]([F:19])[C:11]=3[F:20])([CH3:9])[N:8]=1)[CH2:5]2. The reactants are [NH2:1][C:2]1[S:3][C@:4]2([C:21]([O:23][CH3:24])=[O:22])[C@H:6]([C@:7]([C:10]3[CH:15]=[C:14]([N+:16]([O-])=O)[CH:13]=[C:12]([F:19])[C:11]=3[F:20])([CH3:9])[N:8]=1)[CH2:5]2. (10) The reactants are [CH3:1][N:2]([CH3:17])[C:3]([C:5]1[CH:6]=[C:7](Br)[C:8]2[O:12][CH2:11][C:10]([CH3:14])([CH3:13])[C:9]=2[CH:15]=1)=[O:4].C(N(CC)CC)C.C1(P(C2CCCCC2)C2C=CC=CC=2C2C=CC=CC=2)CCCCC1.[B]1OC(C)(C)C(C)(C)O1.Br[C:60]1[CH:61]=[C:62]([CH:65]=[CH:66][C:67]=1[O:68][C:69]([F:72])([F:71])[F:70])[CH:63]=[O:64]. The catalyst is O1CCOCC1.C(OCC)(=O)C.CC([O-])=O.CC([O-])=O.[Pd+2].O. The product is [CH3:1][N:2]([CH3:17])[C:3]([C:5]1[CH:6]=[C:7]([C:60]2[CH:61]=[C:62]([CH:63]=[O:64])[CH:65]=[CH:66][C:67]=2[O:68][C:69]([F:70])([F:72])[F:71])[C:8]2[O:12][CH2:11][C:10]([CH3:14])([CH3:13])[C:9]=2[CH:15]=1)=[O:4]. The yield is 0.500.